From a dataset of Full USPTO retrosynthesis dataset with 1.9M reactions from patents (1976-2016). Predict the reactants needed to synthesize the given product. Given the product [CH3:8][C:6]1([CH3:7])[C:2]([CH3:17])([CH3:1])[O:3][B:4]([C:9]2[CH:16]=[CH:15][C:12]([C:13]3([NH2:14])[CH2:19][CH2:18]3)=[CH:11][CH:10]=2)[O:5]1, predict the reactants needed to synthesize it. The reactants are: [CH3:1][C:2]1([CH3:17])[C:6]([CH3:8])([CH3:7])[O:5][B:4]([C:9]2[CH:16]=[CH:15][C:12]([C:13]#[N:14])=[CH:11][CH:10]=2)[O:3]1.[CH2:18]([Mg]Br)[CH3:19].B(F)(F)F.CCOCC.Cl.[OH-].[Na+].